Predict the reactants needed to synthesize the given product. From a dataset of Full USPTO retrosynthesis dataset with 1.9M reactions from patents (1976-2016). (1) Given the product [C:1]1([C@H:13]2[C@H:17]([C:18]3[C:26]4[C:21](=[CH:22][CH:23]=[C:24]([C:27]5[CH:32]=[CH:31][CH:30]=[C:29]([CH3:33])[CH:28]=5)[CH:25]=4)[NH:20][CH:19]=3)[C:16](=[O:34])[NH:15][C:14]2=[O:35])[C:11]2=[C:12]3[C:7](=[CH:8][CH:9]=[CH:10]2)[CH2:6][CH2:5][CH2:4][N:3]3[CH:2]=1, predict the reactants needed to synthesize it. The reactants are: [C:1]1([C:13]2[C:14](=[O:35])[NH:15][C:16](=[O:34])[C:17]=2[C:18]2[C:26]3[C:21](=[CH:22][CH:23]=[C:24]([C:27]4[CH:32]=[CH:31][CH:30]=[C:29]([CH3:33])[CH:28]=4)[CH:25]=3)[NH:20][CH:19]=2)[C:11]2=[C:12]3[C:7](=[CH:8][CH:9]=[CH:10]2)[CH2:6][CH2:5][CH2:4][N:3]3[CH:2]=1. (2) Given the product [NH2:30][C:25]1[C:24]([C:22]2[N:21]([C:31]3[CH:32]=[CH:33][C:34]([C:37]4([NH:41][C:42](=[O:43])[O:44][C:45]([CH3:48])([CH3:47])[CH3:46])[CH2:38][CH2:39][CH2:40]4)=[CH:35][CH:36]=3)[C:19]3=[N:20][C:15]([C:11]4[CH:12]=[CH:13][CH:14]=[C:9]([NH:8][C:6](=[O:7])[C:5]([OH:4])([CH3:50])[CH3:49])[CH:10]=4)=[CH:16][CH:17]=[C:18]3[N:23]=2)=[CH:29][CH:28]=[CH:27][N:26]=1, predict the reactants needed to synthesize it. The reactants are: C([O:4][C:5]([CH3:50])([CH3:49])[C:6]([NH:8][C:9]1[CH:14]=[CH:13][CH:12]=[C:11]([C:15]2[N:20]=[C:19]3[N:21]([C:31]4[CH:36]=[CH:35][C:34]([C:37]5([NH:41][C:42]([O:44][C:45]([CH3:48])([CH3:47])[CH3:46])=[O:43])[CH2:40][CH2:39][CH2:38]5)=[CH:33][CH:32]=4)[C:22]([C:24]4[C:25]([NH2:30])=[N:26][CH:27]=[CH:28][CH:29]=4)=[N:23][C:18]3=[CH:17][CH:16]=2)[CH:10]=1)=[O:7])(=O)C.C(=O)([O-])[O-].